This data is from Forward reaction prediction with 1.9M reactions from USPTO patents (1976-2016). The task is: Predict the product of the given reaction. (1) Given the reactants [CH2:1]([C:5]1[CH:10]=[CH:9][C:8]([C:11]#[C:12][C:13]2[CH:44]=[CH:43][C:16]([CH2:17][N:18]([C:30]3[CH:42]=[CH:41][C:33]4[O:34]C(C)(C)[O:36][C:37](=[O:38])[C:32]=4[CH:31]=3)[C:19]([C:21]3[CH:29]=[CH:28][C:24]4[O:25][CH2:26][O:27][C:23]=4[CH:22]=3)=[O:20])=[CH:15][CH:14]=2)=[CH:7][CH:6]=1)[CH2:2][CH2:3][CH3:4].[OH-].[Na+], predict the reaction product. The product is: [O:25]1[C:24]2[CH:28]=[CH:29][C:21]([C:19]([N:18]([CH2:17][C:16]3[CH:43]=[CH:44][C:13]([C:12]#[C:11][C:8]4[CH:9]=[CH:10][C:5]([CH2:1][CH2:2][CH2:3][CH3:4])=[CH:6][CH:7]=4)=[CH:14][CH:15]=3)[C:30]3[CH:42]=[CH:41][C:33]([OH:34])=[C:32]([CH:31]=3)[C:37]([OH:38])=[O:36])=[O:20])=[CH:22][C:23]=2[O:27][CH2:26]1. (2) The product is: [SH:15][CH2:14][CH2:13][C@H:4]([CH2:5][CH2:6][CH2:7][N:8]([CH2:11][CH3:12])[CH2:9][CH3:10])[CH2:3][OH:16]. Given the reactants C([C@H:3]([OH:16])[CH:4]([CH2:13][CH2:14][SH:15])[CH2:5][CH2:6][CH2:7][N:8]([CH2:11][CH3:12])[CH2:9][CH3:10])C.C([C@@H]1COC(=O)N1)C1C=CC=CC=1, predict the reaction product. (3) Given the reactants [Cl:1][C:2]1[C:7]([C:8]2[CH:13]=[CH:12][CH:11]=[CH:10][CH:9]=2)=[N:6][N:5]=[C:4]2[N:14]([CH2:23][C:24](O)=[O:25])[N:15]=[C:16]([C:17]3[CH:22]=[CH:21][CH:20]=[CH:19][CH:18]=3)[C:3]=12.ClC1C(C2C=CC=CC=2)=NN=[C:30]2[N:40]([CH2:49][C:50]([NH:52][CH3:53])=O)N=C(C3C=CC=CC=3)[C:29]=12.CN1CCNCC1, predict the reaction product. The product is: [Cl:1][C:2]1[C:7]([C:8]2[CH:13]=[CH:12][CH:11]=[CH:10][CH:9]=2)=[N:6][N:5]=[C:4]2[N:14]([CH2:23][C:24]([N:40]3[CH2:30][CH2:29][N:52]([CH3:53])[CH2:50][CH2:49]3)=[O:25])[N:15]=[C:16]([C:17]3[CH:18]=[CH:19][CH:20]=[CH:21][CH:22]=3)[C:3]=12. (4) Given the reactants [N+:1]([C:4]1[CH:5]=[CH:6][C:7]([N:10]2[CH2:15][CH2:14][O:13][CH2:12][CH2:11]2)=[N:8][CH:9]=1)([O-:3])=[O:2].[Mn]([O-])(=O)(=O)=[O:17].[K+].[O-]S([O-])=O.[Na+].[Na+], predict the reaction product. The product is: [N+:1]([C:4]1[CH:5]=[CH:6][C:7]([N:10]2[CH2:11][CH2:12][O:13][CH2:14][C:15]2=[O:17])=[N:8][CH:9]=1)([O-:3])=[O:2]. (5) Given the reactants Br[CH2:2][C:3]1[CH:12]=[C:11]2[C:6]([CH:7]=[CH:8][N:9]=[C:10]2[O:13][C:14]2[CH:19]=[CH:18][CH:17]=[CH:16][CH:15]=2)=[CH:5][CH:4]=1.[CH2:20]([O:27][C:28](=[O:36])[NH:29][C@H:30]1[CH2:34][CH2:33][NH:32][C:31]1=[O:35])[C:21]1[CH:26]=[CH:25][CH:24]=[CH:23][CH:22]=1, predict the reaction product. The product is: [CH2:20]([O:27][C:28](=[O:36])[NH:29][C@H:30]1[CH2:34][CH2:33][N:32]([CH2:2][C:3]2[CH:12]=[C:11]3[C:6]([CH:7]=[CH:8][N:9]=[C:10]3[O:13][C:14]3[CH:19]=[CH:18][CH:17]=[CH:16][CH:15]=3)=[CH:5][CH:4]=2)[C:31]1=[O:35])[C:21]1[CH:22]=[CH:23][CH:24]=[CH:25][CH:26]=1. (6) Given the reactants [CH:1]([C:4]1[N:8]=[C:7]([N:9]2[CH2:14][CH2:13][CH:12]([O:15][C:16]3[S:17][C:18]4[CH:24]=[C:23]([C:25]5[CH2:26][CH2:27][NH:28][CH2:29][CH:30]=5)[CH:22]=[CH:21][C:19]=4[N:20]=3)[CH2:11][CH2:10]2)[O:6][N:5]=1)([CH3:3])[CH3:2].C(N(CC)CC)C.Cl[S:39]([CH2:42][CH2:43][CH2:44][C:45]([O:47][CH3:48])=[O:46])(=[O:41])=[O:40], predict the reaction product. The product is: [CH:1]([C:4]1[N:8]=[C:7]([N:9]2[CH2:14][CH2:13][CH:12]([O:15][C:16]3[S:17][C:18]4[CH:24]=[C:23]([C:25]5[CH2:26][CH2:27][N:28]([S:39]([CH2:42][CH2:43][CH2:44][C:45]([O:47][CH3:48])=[O:46])(=[O:41])=[O:40])[CH2:29][CH:30]=5)[CH:22]=[CH:21][C:19]=4[N:20]=3)[CH2:11][CH2:10]2)[O:6][N:5]=1)([CH3:3])[CH3:2].